The task is: Predict which catalyst facilitates the given reaction.. This data is from Catalyst prediction with 721,799 reactions and 888 catalyst types from USPTO. (1) Reactant: [Cl:1][C:2]1[CH:7]=[CH:6][CH:5]=[CH:4][C:3]=1[CH2:8][C:9]([OH:11])=O.[CH3:12][O:13][NH:14][CH3:15].CCN=C=NCCCN(C)C.C1C=CC2N(O)N=NC=2C=1.CN1CCOCC1. Product: [Cl:1][C:2]1[CH:7]=[CH:6][CH:5]=[CH:4][C:3]=1[CH2:8][C:9]([N:14]([O:13][CH3:12])[CH3:15])=[O:11]. The catalyst class is: 61. (2) Reactant: Br[CH:2]1[CH2:11][CH2:10][C:9]2[N:8]=[CH:7][CH:6]=[CH:5][C:4]=2[C:3]1=O.[CH3:13][O:14][C:15]1[CH:23]=[CH:22][C:18]([C:19]([NH2:21])=[O:20])=[CH:17][C:16]=1[NH:24][C:25]([NH2:27])=[S:26]. Product: [N:27]1[C:3]2[C:4]3[CH:5]=[CH:6][CH:7]=[N:8][C:9]=3[CH2:10][CH2:11][C:2]=2[S:26][C:25]=1[NH:24][C:16]1[CH:17]=[C:18]([CH:22]=[CH:23][C:15]=1[O:14][CH3:13])[C:19]([NH2:21])=[O:20]. The catalyst class is: 8. (3) Reactant: [NH2:1][CH2:2][C:3]1[C:4]([F:21])=[C:5]([O:11][C:12]2[CH:13]=[C:14]([CH:17]=[C:18]([Cl:20])[CH:19]=2)[C:15]#[N:16])[C:6]([CH2:9][CH3:10])=[CH:7][CH:8]=1.[Cl:22][C:23]1[N:24]=[CH:25][N:26]([CH2:31][O:32][CH2:33][CH2:34][Si:35]([CH3:38])([CH3:37])[CH3:36])[C:27]=1[C:28](O)=[O:29].C(Cl)CCl.C1C=CC2N(O)N=NC=2C=1.C([O-])(O)=O.[Na+]. Product: [Cl:22][C:23]1[N:24]=[CH:25][N:26]([CH2:31][O:32][CH2:33][CH2:34][Si:35]([CH3:38])([CH3:37])[CH3:36])[C:27]=1[C:28]([NH:1][CH2:2][C:3]1[CH:8]=[CH:7][C:6]([CH2:9][CH3:10])=[C:5]([O:11][C:12]2[CH:13]=[C:14]([C:15]#[N:16])[CH:17]=[C:18]([Cl:20])[CH:19]=2)[C:4]=1[F:21])=[O:29]. The catalyst class is: 39. (4) Reactant: Cl.NO.C(=O)([O-])[O-].[K+].[K+].C(=O)([O-])[O-].[Na+].[Na+].C([O:18][C:19]([C:21]1[CH:22]=[N:23][O:24][C:25]=1[CH3:26])=[O:20])C.Cl. Product: [CH3:26][C:25]1[O:24][N:23]=[CH:22][C:21]=1[C:19]([OH:20])=[O:18]. The catalyst class is: 15.